This data is from Full USPTO retrosynthesis dataset with 1.9M reactions from patents (1976-2016). The task is: Predict the reactants needed to synthesize the given product. (1) The reactants are: [C:1]([O:5][C:6](=[O:35])[NH:7][C:8]1([C:12]2[CH:17]=[CH:16][C:15]([C:18]3[C:27]([C:28]4[CH:33]=[CH:32][CH:31]=[CH:30][CH:29]=4)=[CH:26][C:25]4[C:24](=[O:34])[NH:23][CH2:22][CH2:21][C:20]=4[N:19]=3)=[CH:14][CH:13]=2)[CH2:11][CH2:10][CH2:9]1)([CH3:4])([CH3:3])[CH3:2].[H-].[Na+].I[CH3:39].[NH4+].[Cl-]. Given the product [C:1]([O:5][C:6](=[O:35])[NH:7][C:8]1([C:12]2[CH:13]=[CH:14][C:15]([C:18]3[C:27]([C:28]4[CH:29]=[CH:30][CH:31]=[CH:32][CH:33]=4)=[CH:26][C:25]4[C:24](=[O:34])[N:23]([CH3:39])[CH2:22][CH2:21][C:20]=4[N:19]=3)=[CH:16][CH:17]=2)[CH2:11][CH2:10][CH2:9]1)([CH3:4])([CH3:2])[CH3:3], predict the reactants needed to synthesize it. (2) Given the product [Br:1][CH2:2][C:3]1[CH:12]=[CH:11][C:10]2[C:5](=[C:6]([F:14])[CH:7]=[CH:8][CH:9]=2)[N:4]=1, predict the reactants needed to synthesize it. The reactants are: [Br:1][CH2:2][C:3]1[CH:12]=[CH:11][C:10]2[C:5](=[CH:6][CH:7]=[C:8](F)[CH:9]=2)[N:4]=1.[F:14]C1C=CC=C2C=1N=C(C)C=C2. (3) Given the product [N:1]1([C:2]2[CH:3]=[C:4]([OH:8])[CH:5]=[CH:6][CH:7]=2)[CH:23]=[N:21][N:20]=[N:19]1, predict the reactants needed to synthesize it. The reactants are: [NH2:1][C:2]1[CH:3]=[C:4]([OH:8])[CH:5]=[CH:6][CH:7]=1.C(OCC)(OCC)OCC.[N-:19]=[N+:20]=[N-:21].[Na+].[C:23](O)(=O)C.Cl.N([O-])=O.[Na+]. (4) Given the product [F:1][C:2]1[CH:3]=[C:4]([N:9]2[C:16](=[S:17])[N:15]([C:18]3[CH:19]=[C:20]([C:26]([F:29])([F:27])[F:28])[C:21]([C:24]#[N:25])=[N:22][CH:23]=3)[C:14](=[O:30])[C:10]32[CH2:11][CH2:12][CH2:13]3)[CH:5]=[CH:6][C:7]=1[O:8][CH2:38][CH2:37][C:36]1[N:32]([CH3:31])[N:33]=[CH:34][CH:35]=1, predict the reactants needed to synthesize it. The reactants are: [F:1][C:2]1[CH:3]=[C:4]([N:9]2[C:16](=[S:17])[N:15]([C:18]3[CH:19]=[C:20]([C:26]([F:29])([F:28])[F:27])[C:21]([C:24]#[N:25])=[N:22][CH:23]=3)[C:14](=[O:30])[C:10]32[CH2:13][CH2:12][CH2:11]3)[CH:5]=[CH:6][C:7]=1[OH:8].[CH3:31][N:32]1[C:36]([CH2:37][CH2:38]O)=[CH:35][CH:34]=[N:33]1.C1(P(C2C=CC=CC=2)C2C=CC=CC=2)C=CC=CC=1.N(C(OC(C)C)=O)=NC(OC(C)C)=O. (5) Given the product [CH:18]1([NH:24][C:25](=[O:26])[O:17][C:13]2[CH:12]=[C:11]3[C:16](=[CH:15][CH:14]=2)[N:8]([CH2:1][C:2]2[CH:3]=[CH:4][CH:5]=[CH:6][CH:7]=2)[CH2:9][CH2:10]3)[CH2:23][CH2:22][CH2:21][CH2:20][CH2:19]1, predict the reactants needed to synthesize it. The reactants are: [CH2:1]([N:8]1[C:16]2[C:11](=[CH:12][C:13]([OH:17])=[CH:14][CH:15]=2)[CH2:10][CH2:9]1)[C:2]1[CH:7]=[CH:6][CH:5]=[CH:4][CH:3]=1.[CH:18]1([N:24]=[C:25]=[O:26])[CH2:23][CH2:22][CH2:21][CH2:20][CH2:19]1. (6) Given the product [C:5]1([CH3:8])[CH:6]=[CH:12][C:11]([S:16]([OH:19])(=[O:18])=[O:17])=[CH:10][CH:4]=1, predict the reactants needed to synthesize it. The reactants are: C[O-].[Na+].[CH3:4][C:5]([CH3:8])([O-])[CH3:6].[K+].[CH2:10]([Li])[CH2:11][CH2:12]C.Cl.[S:16](=O)(=[O:19])([OH:18])[OH:17]. (7) The reactants are: [CH:1]1([CH2:7][NH:8][C:9]2[CH:14]=[CH:13][C:12]([NH:15][S:16]([C:19]3[S:20][CH:21]=[CH:22][CH:23]=3)(=[O:18])=[O:17])=[CH:11][C:10]=2[N+:24]([O-])=O)[CH2:6][CH2:5][CH2:4][CH2:3][CH2:2]1.O.O.[Sn](Cl)Cl. Given the product [NH2:24][C:10]1[CH:11]=[C:12]([NH:15][S:16]([C:19]2[S:20][CH:21]=[CH:22][CH:23]=2)(=[O:18])=[O:17])[CH:13]=[CH:14][C:9]=1[NH:8][CH2:7][CH:1]1[CH2:6][CH2:5][CH2:4][CH2:3][CH2:2]1, predict the reactants needed to synthesize it. (8) Given the product [Cl:1][C:2]1[C:3]([O:12][C:13]2[CH:18]=[C:17]([O:19][CH:20]([CH3:22])[CH3:21])[CH:16]=[CH:15][C:14]=2/[CH:23]=[C:24](\[CH3:28])/[C:25]([NH:50][S:47]([NH:46][CH2:45][CH2:44][CH2:43][O:42][CH3:41])(=[O:49])=[O:48])=[O:26])=[N:4][CH:5]=[C:6]([C:8]([F:11])([F:9])[F:10])[CH:7]=1, predict the reactants needed to synthesize it. The reactants are: [Cl:1][C:2]1[C:3]([O:12][C:13]2[CH:18]=[C:17]([O:19][CH:20]([CH3:22])[CH3:21])[CH:16]=[CH:15][C:14]=2/[CH:23]=[C:24](\[CH3:28])/[C:25](O)=[O:26])=[N:4][CH:5]=[C:6]([C:8]([F:11])([F:10])[F:9])[CH:7]=1.Cl.C(N=C=NCCCN(C)C)C.[CH3:41][O:42][CH2:43][CH2:44][CH2:45][NH:46][S:47]([NH2:50])(=[O:49])=[O:48].Cl. (9) Given the product [CH3:12][C:3]1[CH:4]=[CH:5][C:6]2[C:11](=[CH:10][CH:9]=[CH:8][CH:7]=2)[C:2]=1[C:19]1[CH:20]=[C:15]([CH:16]=[CH:17][CH:18]=1)[CH:13]=[O:14], predict the reactants needed to synthesize it. The reactants are: Br[C:2]1[C:11]2[C:6](=[CH:7][CH:8]=[CH:9][CH:10]=2)[CH:5]=[CH:4][C:3]=1[CH3:12].[CH:13]([C:15]1[CH:16]=[C:17](B(O)O)[CH:18]=[CH:19][CH:20]=1)=[O:14].